From a dataset of Reaction yield outcomes from USPTO patents with 853,638 reactions. Predict the reaction yield, written as a fraction of the theoretical maximum amount of product (1.0 means a 100% yield; for example, 0.34 means a 34% yield). (1) The reactants are [C:1]([O:5][C:6](=[O:27])[NH:7][C:8]([C:10]1[S:11][C:12]([S:25][CH3:26])=[C:13]([S:15]([C:18]2[CH:23]=[CH:22][CH:21]=[C:20](Br)[CH:19]=2)(=[O:17])=[O:16])[CH:14]=1)=[NH:9])([CH3:4])([CH3:3])[CH3:2].[CH3:28][C:29]1[C:34]2B(O)[O:36][CH2:37][C:33]=2[CH:32]=[CH:31][CH:30]=1.C([O-])([O-])=O.[Na+].[Na+].C(O)C. The catalyst is C1C=CC([P]([Pd]([P](C2C=CC=CC=2)(C2C=CC=CC=2)C2C=CC=CC=2)([P](C2C=CC=CC=2)(C2C=CC=CC=2)C2C=CC=CC=2)[P](C2C=CC=CC=2)(C2C=CC=CC=2)C2C=CC=CC=2)(C2C=CC=CC=2)C2C=CC=CC=2)=CC=1.C1(C)C=CC=CC=1. The product is [C:1]([O:5][C:6](=[O:27])[NH:7][C:8]([C:10]1[S:11][C:12]([S:25][CH3:26])=[C:13]([S:15]([C:18]2[CH:19]=[C:20]([C:34]3[C:33]([CH2:37][OH:36])=[CH:32][CH:31]=[CH:30][C:29]=3[CH3:28])[CH:21]=[CH:22][CH:23]=2)(=[O:17])=[O:16])[CH:14]=1)=[NH:9])([CH3:4])([CH3:3])[CH3:2]. The yield is 0.400. (2) The reactants are C([O:4][C:5]([CH3:10])([CH3:9])[C:6](Cl)=[O:7])(=O)C.[NH2:11][C:12]1[C:20]2[C:15](=[N:16][CH:17]=[C:18]([Cl:35])[C:19]=2[N:21]2[CH2:26][CH2:25][CH2:24][C@@H:23]([NH:27][C:28](=[O:34])[O:29][C:30]([CH3:33])([CH3:32])[CH3:31])[CH2:22]2)[NH:14][CH:13]=1.C(N(CC)CC)C.[Li+].[OH-]. The catalyst is ClCCl.CN1C(=O)CCC1.O.CC#N.O.C1COCC1. The product is [Cl:35][C:18]1[C:19]([N:21]2[CH2:26][CH2:25][CH2:24][C@@H:23]([NH:27][C:28](=[O:34])[O:29][C:30]([CH3:31])([CH3:32])[CH3:33])[CH2:22]2)=[C:20]2[C:12]([NH:11][C:6](=[O:7])[C:5]([OH:4])([CH3:10])[CH3:9])=[CH:13][NH:14][C:15]2=[N:16][CH:17]=1. The yield is 0.890. (3) The reactants are [S:1]1[C:5]2[CH:6]=[CH:7][CH:8]=[CH:9][C:4]=2[C:3]([N:10]2[CH2:15][CH2:14][N:13]([CH2:16][CH2:17][C:18]3[CH:23]=[CH:22][C:21]([NH2:24])=[CH:20][CH:19]=3)[CH2:12][CH2:11]2)=[N:2]1.[Br:25]N1C(=O)CCC1=O. The catalyst is C(Cl)Cl. The product is [S:1]1[C:5]2[CH:6]=[CH:7][CH:8]=[CH:9][C:4]=2[C:3]([N:10]2[CH2:11][CH2:12][N:13]([CH2:16][CH2:17][C:18]3[CH:19]=[CH:20][C:21]([NH2:24])=[C:22]([Br:25])[CH:23]=3)[CH2:14][CH2:15]2)=[N:2]1. The yield is 0.240. (4) The reactants are [CH2:1]([N:8]([CH2:27][C:28]1[CH:33]=[CH:32][CH:31]=[CH:30][CH:29]=1)[C@@H:9]([CH2:16][C:17]1[CH:22]=[CH:21][C:20]([C:23]([F:26])([F:25])[F:24])=[CH:19][CH:18]=1)[C:10](N(OC)C)=[O:11])[C:2]1[CH:7]=[CH:6][CH:5]=[CH:4][CH:3]=1.C1COCC1.[H-].[H-].[H-].[H-].[Li+].[Al+3]. The catalyst is CCOC(C)=O. The product is [CH2:27]([N:8]([CH2:1][C:2]1[CH:3]=[CH:4][CH:5]=[CH:6][CH:7]=1)[C@@H:9]([CH2:16][C:17]1[CH:22]=[CH:21][C:20]([C:23]([F:26])([F:25])[F:24])=[CH:19][CH:18]=1)[CH:10]=[O:11])[C:28]1[CH:33]=[CH:32][CH:31]=[CH:30][CH:29]=1. The yield is 0.833.